This data is from Full USPTO retrosynthesis dataset with 1.9M reactions from patents (1976-2016). The task is: Predict the reactants needed to synthesize the given product. (1) Given the product [Cl:13][C:14]1[S:18][C:17]([S:19]([NH:1][C:2]2[CH:11]=[CH:10][C:5]([C:6]([O:8][CH3:9])=[O:7])=[C:4]([OH:12])[CH:3]=2)(=[O:21])=[O:20])=[CH:16][CH:15]=1, predict the reactants needed to synthesize it. The reactants are: [NH2:1][C:2]1[CH:3]=[C:4]([OH:12])[C:5](=[CH:10][CH:11]=1)[C:6]([O:8][CH3:9])=[O:7].[Cl:13][C:14]1[S:18][C:17]([S:19](Cl)(=[O:21])=[O:20])=[CH:16][CH:15]=1. (2) The reactants are: CO[C:3](=[O:11])[C:4]1[CH:9]=[CH:8][CH:7]=[N:6][C:5]=1Cl.[CH3:12][S:13]([N:16]1[CH2:21][CH2:20][NH:19][CH2:18][CH2:17]1)(=[O:15])=[O:14].[O:22]([C:29]1[CH:34]=[CH:33][C:32]([CH2:35][CH2:36][NH2:37])=[CH:31][CH:30]=1)[C:23]1[CH:28]=[CH:27][CH:26]=[CH:25][CH:24]=1. Given the product [CH3:12][S:13]([N:16]1[CH2:21][CH2:20][N:19]([C:5]2[N:6]=[CH:7][CH:8]=[CH:9][C:4]=2[C:3]([NH:37][CH2:36][CH2:35][C:32]2[CH:33]=[CH:34][C:29]([O:22][C:23]3[CH:28]=[CH:27][CH:26]=[CH:25][CH:24]=3)=[CH:30][CH:31]=2)=[O:11])[CH2:18][CH2:17]1)(=[O:15])=[O:14], predict the reactants needed to synthesize it.